From a dataset of Forward reaction prediction with 1.9M reactions from USPTO patents (1976-2016). Predict the product of the given reaction. (1) Given the reactants [Cl:1][C:2]1[CH:7]=[CH:6][C:5]([CH2:8]Cl)=[CH:4][N:3]=1.BrCC1OC(C(F)(F)F)=CC=1.[NH:21]1[C:29]2[C:24](=[CH:25][CH:26]=[CH:27][CH:28]=2)[C:23]2([C:33]3=[CH:34][C:35]4[O:39][CH2:38][O:37][C:36]=4[CH:40]=[C:32]3[O:31][CH2:30]2)[C:22]1=[O:41].CC1(C)COC2=CC3OCC4(C=3C=C12)C1C(=CC=CC=1)NC4=O, predict the reaction product. The product is: [Cl:1][C:2]1[N:3]=[CH:4][C:5]([CH2:8][N:21]2[C:29]3[C:24](=[CH:25][CH:26]=[CH:27][CH:28]=3)[C:23]3([C:33]4=[CH:34][C:35]5[O:39][CH2:38][O:37][C:36]=5[CH:40]=[C:32]4[O:31][CH2:30]3)[C:22]2=[O:41])=[CH:6][CH:7]=1. (2) Given the reactants [Cl:1][CH2:2]/[CH:3]=[CH:4]\[CH2:5][N:6]1[C:10]2[CH:11]=[CH:12][CH:13]=[CH:14][C:9]=2[N:8]([C:15]2[CH:20]=[CH:19][C:18]([CH3:21])=[CH:17][C:16]=2[F:22])[S:7]1(=[O:24])=[O:23].[CH3:25][NH:26][CH3:27], predict the reaction product. The product is: [ClH:1].[F:22][C:16]1[CH:17]=[C:18]([CH3:21])[CH:19]=[CH:20][C:15]=1[N:8]1[C:9]2[CH:14]=[CH:13][CH:12]=[CH:11][C:10]=2[N:6]([CH2:5]/[CH:4]=[CH:3]\[CH2:2][N:26]([CH3:27])[CH3:25])[S:7]1(=[O:24])=[O:23]. (3) Given the reactants [N+:1]([C:4]1[CH:5]=[N:6][C:7]2[CH2:8][CH2:9][CH2:10][CH2:11][C:12]=2[CH:13]=1)([O-])=O.[C:14](OCC)(=[O:16])[CH3:15], predict the reaction product. The product is: [N:6]1[C:7]2[CH2:8][CH2:9][CH2:10][CH2:11][C:12]=2[CH:13]=[C:4]([NH:1][C:14](=[O:16])[CH3:15])[CH:5]=1.